Task: Predict the reactants needed to synthesize the given product.. Dataset: Full USPTO retrosynthesis dataset with 1.9M reactions from patents (1976-2016) (1) Given the product [CH:23]1([NH:27][C:29](=[O:28])[C:30]2[CH:38]=[CH:37][C:33]([CH2:34][OH:35])=[CH:32][CH:31]=2)[CH2:26][CH2:25][CH2:24]1, predict the reactants needed to synthesize it. The reactants are: ON1C2C=CC=CC=2N=N1.Cl.CN(C)CCCN=C=NCC.[CH:23]1([NH2:27])[CH2:26][CH2:25][CH2:24]1.[OH:28][CH2:29][C:30]1[CH:38]=[CH:37][C:33]([C:34](O)=[O:35])=[CH:32][CH:31]=1. (2) Given the product [F:8][C:6]1[CH:5]=[C:4]([CH2:9][C:10]([NH:12][C@H:13]([C:15]([C:19]2([NH2:18])[N:25]=[C:24]([C:26]3[CH:31]=[CH:30][CH:29]=[CH:28][CH:27]=3)[C:23]3[CH:32]=[CH:33][CH:34]=[CH:35][C:22]=3[N:21]([CH2:36][CH3:37])[C:20]2=[O:38])=[O:17])[CH3:14])=[O:11])[CH:3]=[C:2]([F:1])[CH:7]=1, predict the reactants needed to synthesize it. The reactants are: [F:1][C:2]1[CH:3]=[C:4]([CH2:9][C:10]([NH:12][C@H:13]([C:15]([OH:17])=O)[CH3:14])=[O:11])[CH:5]=[C:6]([F:8])[CH:7]=1.[NH2:18][CH:19]1[N:25]=[C:24]([C:26]2[CH:31]=[CH:30][CH:29]=[CH:28][CH:27]=2)[C:23]2[CH:32]=[CH:33][CH:34]=[CH:35][C:22]=2[N:21]([CH2:36][CH3:37])[C:20]1=[O:38]. (3) Given the product [CH2:10]([O:43][C:42](=[O:44])[C:41]1[CH:45]=[C:37]([CH3:36])[C:38]([N+:49]([O-:51])=[O:50])=[CH:39][C:40]=1[N+:46]([O-:48])=[O:47])[CH3:11], predict the reactants needed to synthesize it. The reactants are: [N+]([O-])(O)=O.OS(O)(=O)=O.[CH3:10][C:11]1C=C(C=CC=1)C(O)=O.CC1C([N+]([O-])=O)=C(C([N+]([O-])=O)=CC=1)C(O)=O.[CH3:36][C:37]1[C:38]([N+:49]([O-:51])=[O:50])=[CH:39][C:40]([N+:46]([O-:48])=[O:47])=[C:41]([CH:45]=1)[C:42]([OH:44])=[O:43].O=S(Cl)Cl. (4) Given the product [NH2:23][C:22](=[S:8])[CH:20]([CH3:21])[C:19]([O:18][CH2:16][CH3:17])=[O:24], predict the reactants needed to synthesize it. The reactants are: C1(P(C2C=CC=CC=2)(S)=[S:8])C=CC=CC=1.[CH2:16]([O:18][C:19](=[O:24])[CH:20]([C:22]#[N:23])[CH3:21])[CH3:17]. (5) Given the product [NH2:1][CH:2]([C:22]1[CH:23]=[CH:24][C:25]([Cl:28])=[CH:26][CH:27]=1)[C:3]1[N:7]([CH:8]([CH3:10])[CH3:9])[C:6]([C:11]2[CH2:12][CH2:13][O:14][CH2:15][CH:16]=2)=[N:5][C:4]=1[C:17]([OH:19])=[O:18], predict the reactants needed to synthesize it. The reactants are: [NH2:1][CH:2]([C:22]1[CH:27]=[CH:26][C:25]([Cl:28])=[CH:24][CH:23]=1)[C:3]1[N:7]([CH:8]([CH3:10])[CH3:9])[C:6]([C:11]2[CH2:12][CH2:13][O:14][CH2:15][CH:16]=2)=[N:5][C:4]=1[C:17]([O:19]CC)=[O:18].Cl. (6) Given the product [S:1]1[C:5]2[CH:6]=[CH:7][CH:8]=[CH:9][C:4]=2[CH:3]=[C:2]1[N:10]1[C:15](=[O:16])[C:14]([CH2:17][CH2:18][C:19]2[CH:24]=[CH:23][CH:22]=[CH:21][CH:20]=2)=[C:13]([C:25]2[CH:30]=[CH:29][CH:28]=[C:27]([F:31])[C:26]=2[OH:32])[N:12]=[C:11]1[CH3:34], predict the reactants needed to synthesize it. The reactants are: [S:1]1[C:5]2[CH:6]=[CH:7][CH:8]=[CH:9][C:4]=2[CH:3]=[C:2]1[N:10]1[C:15](=[O:16])[C:14]([CH2:17][CH2:18][C:19]2[CH:24]=[CH:23][CH:22]=[CH:21][CH:20]=2)=[C:13]([C:25]2[CH:30]=[CH:29][CH:28]=[C:27]([F:31])[C:26]=2[O:32]C)[N:12]=[C:11]1[CH3:34].Br. (7) Given the product [C:1]([C:3]1[CH:4]=[C:5]([CH:10]=[C:11]([CH2:13][CH3:14])[CH:12]=1)[C:6]([OH:8])=[O:7])#[N:2], predict the reactants needed to synthesize it. The reactants are: [C:1]([C:3]1[CH:4]=[C:5]([CH:10]=[C:11]([CH2:13][CH3:14])[CH:12]=1)[C:6]([O:8]C)=[O:7])#[N:2].[Li+].[OH-].